Dataset: Peptide-MHC class I binding affinity with 185,985 pairs from IEDB/IMGT. Task: Regression. Given a peptide amino acid sequence and an MHC pseudo amino acid sequence, predict their binding affinity value. This is MHC class I binding data. (1) The peptide sequence is FTDTCGASI. The MHC is HLA-A02:03 with pseudo-sequence HLA-A02:03. The binding affinity (normalized) is 0.398. (2) The peptide sequence is NILVAGNLI. The MHC is HLA-B44:02 with pseudo-sequence HLA-B44:02. The binding affinity (normalized) is 0.0847. (3) The peptide sequence is RIVVALSSLV. The MHC is HLA-A02:02 with pseudo-sequence HLA-A02:02. The binding affinity (normalized) is 0.643. (4) The peptide sequence is LIFMFFGL. The MHC is H-2-Db with pseudo-sequence H-2-Db. The binding affinity (normalized) is 0.342. (5) The peptide sequence is ISKKAKGWF. The MHC is HLA-A02:02 with pseudo-sequence HLA-A02:02. The binding affinity (normalized) is 0. (6) The peptide sequence is EIINNGISY. The MHC is HLA-A02:01 with pseudo-sequence HLA-A02:01. The binding affinity (normalized) is 0.0847. (7) The peptide sequence is LPTWLGAAI. The MHC is HLA-B07:02 with pseudo-sequence HLA-B07:02. The binding affinity (normalized) is 0.813.